Dataset: Full USPTO retrosynthesis dataset with 1.9M reactions from patents (1976-2016). Task: Predict the reactants needed to synthesize the given product. (1) Given the product [CH2:1]([O:3][C:4]([C:6]1[C:12]2[NH:13][C:14]3[CH:15]=[CH:16][CH:17]=[CH:18][C:19]=3[C:11]=2[CH:10]([S:47][CH2:45][CH3:46])[CH2:9][N:8]([C:21](=[O:29])[C:22]2[CH:27]=[CH:26][C:25]([F:28])=[CH:24][CH:23]=2)[CH:7]=1)=[O:5])[CH3:2], predict the reactants needed to synthesize it. The reactants are: [CH2:1]([O:3][C:4]([C:6]1[C:12]2[NH:13][C:14]3[CH:15]=[CH:16][CH:17]=[CH:18][C:19]=3[C:11]=2[CH:10](O)[CH2:9][N:8]([C:21](=[O:29])[C:22]2[CH:27]=[CH:26][C:25]([F:28])=[CH:24][CH:23]=2)[CH:7]=1)=[O:5])[CH3:2].FC(F)(F)S(OS(C(F)(F)F)(=O)=O)(=O)=O.[CH2:45]([SH:47])[CH3:46].O. (2) Given the product [N:1]1([C:6]2[CH:11]=[N:10][C:9]([N:12]3[CH2:13][CH2:14][C:15]4([CH2:19][N:18]([CH2:34][C@@H:32]([C:31]5[C:23]([CH3:22])=[C:24]6[C:28](=[CH:29][CH:30]=5)[C:27](=[O:35])[O:26][CH2:25]6)[OH:33])[CH2:17][CH2:16]4)[CH2:20][CH2:21]3)=[N:8][CH:7]=2)[CH:5]=[N:4][N:3]=[N:2]1, predict the reactants needed to synthesize it. The reactants are: [N:1]1([C:6]2[CH:7]=[N:8][C:9]([N:12]3[CH2:21][CH2:20][C:15]4([CH2:19][NH:18][CH2:17][CH2:16]4)[CH2:14][CH2:13]3)=[N:10][CH:11]=2)[CH:5]=[N:4][N:3]=[N:2]1.[CH3:22][C:23]1[C:31]([C@@H:32]2[CH2:34][O:33]2)=[CH:30][CH:29]=[C:28]2[C:24]=1[CH2:25][O:26][C:27]2=[O:35]. (3) Given the product [Cl:1][C:2]1[CH:7]=[C:6]([Cl:8])[CH:5]=[CH:4][C:3]=1[C:31]1[N:32]=[C:33]([CH2:52][CH3:53])[C:34]([NH:39][CH:40]2[C:49]3[C:44](=[CH:45][CH:46]=[CH:47][C:48]=3[O:50][CH3:51])[CH2:43][CH2:42][CH2:41]2)=[N:35][C:36]=1[CH2:37][CH3:38], predict the reactants needed to synthesize it. The reactants are: [Cl:1][C:2]1[CH:7]=[C:6]([Cl:8])[CH:5]=[CH:4][C:3]=1C1N=C(CC)C(N[C@@H]2C3C(=CC=CC=3)C[C@@H]2O)=NC=1CC.Br[C:31]1[N:32]=[C:33]([CH2:52][CH3:53])[C:34]([NH:39][CH:40]2[C:49]3[C:44](=[CH:45][CH:46]=[CH:47][C:48]=3[O:50][CH3:51])[CH2:43][CH2:42][CH2:41]2)=[N:35][C:36]=1[CH2:37][CH3:38]. (4) Given the product [NH2:1][CH2:4][C:5]1([C:8]2[O:12][N:11]=[C:10]([C:13]3[CH:18]=[CH:17][C:16]([OH:19])=[CH:15][CH:14]=3)[C:9]=2[C:20]2[CH:25]=[CH:24][CH:23]=[CH:22][CH:21]=2)[CH2:7][CH2:6]1, predict the reactants needed to synthesize it. The reactants are: [N:1]([CH2:4][C:5]1([C:8]2[O:12][N:11]=[C:10]([C:13]3[CH:18]=[CH:17][C:16]([OH:19])=[CH:15][CH:14]=3)[C:9]=2[C:20]2[CH:25]=[CH:24][CH:23]=[CH:22][CH:21]=2)[CH2:7][CH2:6]1)=[N+]=[N-]. (5) Given the product [ClH:29].[O:21]([C:18]1[CH:17]=[CH:16][C:15]([CH:11]2[O:12][CH2:13][CH2:14][N:9]([CH2:8][CH2:7][C:6]([OH:28])=[O:5])[CH2:10]2)=[CH:20][CH:19]=1)[C:22]1[CH:23]=[CH:24][CH:25]=[CH:26][CH:27]=1, predict the reactants needed to synthesize it. The reactants are: C([O:5][C:6](=[O:28])[CH2:7][CH2:8][N:9]1[CH2:14][CH2:13][O:12][CH:11]([C:15]2[CH:20]=[CH:19][C:18]([O:21][C:22]3[CH:27]=[CH:26][CH:25]=[CH:24][CH:23]=3)=[CH:17][CH:16]=2)[CH2:10]1)(C)(C)C.[ClH:29].O1CCOCC1. (6) Given the product [CH2:16]([S:21][C:2]1[CH:7]=[CH:6][C:5]([N+:8]([O-:10])=[O:9])=[CH:4][C:3]=1[CH3:11])[CH3:15], predict the reactants needed to synthesize it. The reactants are: F[C:2]1[CH:7]=[CH:6][C:5]([N+:8]([O-:10])=[O:9])=[CH:4][C:3]=1[CH3:11].ClC1C=[CH:15][C:16]([S:21]CC)=C(C=1)C#N. (7) Given the product [C:1]([O:5][C:6]([N:8]1[CH2:20][C@@H:19]([CH3:21])[N:18]2[C@H:10]([CH2:11][C:12]3[C:17]2=[N:16][C:15]([CH3:22])=[C:14]([Br:28])[CH:13]=3)[CH2:9]1)=[O:7])([CH3:4])([CH3:3])[CH3:2], predict the reactants needed to synthesize it. The reactants are: [C:1]([O:5][C:6]([N:8]1[CH2:20][C@@H:19]([CH3:21])[N:18]2[C:10](=[CH:11][C:12]3[C:17]2=[N:16][C:15]([CH3:22])=[CH:14][CH:13]=3)[CH2:9]1)=[O:7])([CH3:4])([CH3:3])[CH3:2].O1CCCC1.[Br:28]N1C(=O)CCC1=O. (8) Given the product [CH:30]1([O:29][C:27](=[O:28])[NH:26][C@@H:21]([C:22]([CH3:25])([CH3:23])[CH3:24])[C:20]([N:14]2[C@H:15]([C:17](=[O:18])[NH:37][C@@H:38]([CH2:47][CH2:48][CH3:49])[CH:39]([OH:46])[C:40]([NH:42][CH:43]3[CH2:44][CH2:45]3)=[O:41])[CH2:16][C@:11]3([O:10][C:9](=[O:36])[N:8]([C:4]4[CH:5]=[CH:6][CH:7]=[C:2]([Cl:1])[CH:3]=4)[CH2:12]3)[CH2:13]2)=[O:35])[CH2:34][CH2:33][CH2:32][CH2:31]1, predict the reactants needed to synthesize it. The reactants are: [Cl:1][C:2]1[CH:3]=[C:4]([N:8]2[CH2:12][C@@:11]3([CH2:16][C@@H:15]([C:17](O)=[O:18])[N:14]([C:20](=[O:35])[C@@H:21]([NH:26][C:27]([O:29][CH:30]4[CH2:34][CH2:33][CH2:32][CH2:31]4)=[O:28])[C:22]([CH3:25])([CH3:24])[CH3:23])[CH2:13]3)[O:10][C:9]2=[O:36])[CH:5]=[CH:6][CH:7]=1.[NH2:37][C@@H:38]([CH2:47][CH2:48][CH3:49])[CH:39]([OH:46])[C:40]([NH:42][CH:43]1[CH2:45][CH2:44]1)=[O:41].